From a dataset of Reaction yield outcomes from USPTO patents with 853,638 reactions. Predict the reaction yield, written as a fraction of the theoretical maximum amount of product (1.0 means a 100% yield; for example, 0.34 means a 34% yield). (1) The reactants are [F-].[CH2:15]([N+]([CH2:15][CH2:16][CH2:17][CH3:18])([CH2:15][CH2:16][CH2:17][CH3:18])[CH2:15][CH2:16][CH2:17][CH3:18])[CH2:16][CH2:17][CH3:18].C(N(CC)[CH:23]([CH3:25])[CH3:24])(C)C.[F:28][C:29]([F:42])([F:41])[S:30]([O:33]S(C(F)(F)F)(=O)=O)(=[O:32])=[O:31].[C:43](=O)=[O:44].C[OH:47].[O:48]1[CH2:52]CC[CH2:49]1. No catalyst specified. The product is [F:28][C:29]([F:42])([F:41])[S:30]([O:33][C:23]1[CH:24]=[C:15]([O:44][CH3:43])[C:16]([C:17](=[O:47])[CH3:18])=[C:49]([O:48][CH3:52])[CH:25]=1)(=[O:32])=[O:31]. The yield is 0.780. (2) The product is [F:1][C:2]1[CH:3]=[CH:4][C:5]([C:8]2[O:9][CH:10]=[C:11]([C:13]([CH3:17])([CH3:16])[CH2:14][NH:15][C:30]([C:28]3[N:29]=[C:25]([C:22]4[N:21]=[C:20]([C:19]([F:34])([F:18])[F:33])[O:24][N:23]=4)[O:26][CH:27]=3)=[O:31])[N:12]=2)=[CH:6][CH:7]=1. The reactants are [F:1][C:2]1[CH:7]=[CH:6][C:5]([C:8]2[O:9][CH:10]=[C:11]([C:13]([CH3:17])([CH3:16])[CH2:14][NH2:15])[N:12]=2)=[CH:4][CH:3]=1.[F:18][C:19]([F:34])([F:33])[C:20]1[O:24][N:23]=[C:22]([C:25]2[O:26][CH:27]=[C:28]([C:30](O)=[O:31])[N:29]=2)[N:21]=1. No catalyst specified. The yield is 0.130. (3) The reactants are [NH2:1][CH2:2][C@@H:3]1[C@H:7]([OH:8])[CH2:6][N:5]([CH2:9][CH2:10][N:11]2[C:20]3[C:15](=[N:16][CH:17]=[C:18]([F:21])[CH:19]=3)[CH:14]=[CH:13][C:12]2=[O:22])[CH2:4]1.[O:23]1[C:32]2[CH:31]=[C:30]([CH:33]=O)[N:29]=[CH:28][C:27]=2[O:26][CH2:25][CH2:24]1.C(=O)([O-])[O-].[Na+].[Na+].C(O[BH-](OC(=O)C)OC(=O)C)(=O)C.[Na+].C(Cl)[Cl:56]. The catalyst is CO. The product is [ClH:56].[O:23]1[C:32]2[CH:31]=[C:30]([CH2:33][NH:1][CH2:2][C@@H:3]3[C@H:7]([OH:8])[CH2:6][N:5]([CH2:9][CH2:10][N:11]4[C:20]5[C:15](=[N:16][CH:17]=[C:18]([F:21])[CH:19]=5)[CH:14]=[CH:13][C:12]4=[O:22])[CH2:4]3)[N:29]=[CH:28][C:27]=2[O:26][CH2:25][CH2:24]1. The yield is 0.280.